From a dataset of TCR-epitope binding with 47,182 pairs between 192 epitopes and 23,139 TCRs. Binary Classification. Given a T-cell receptor sequence (or CDR3 region) and an epitope sequence, predict whether binding occurs between them. The epitope is RLRPGGKKR. The TCR CDR3 sequence is CASSPRTGELFF. Result: 0 (the TCR does not bind to the epitope).